Dataset: NCI-60 drug combinations with 297,098 pairs across 59 cell lines. Task: Regression. Given two drug SMILES strings and cell line genomic features, predict the synergy score measuring deviation from expected non-interaction effect. (1) Drug 2: CNC(=O)C1=NC=CC(=C1)OC2=CC=C(C=C2)NC(=O)NC3=CC(=C(C=C3)Cl)C(F)(F)F. Cell line: MDA-MB-435. Synergy scores: CSS=87.5, Synergy_ZIP=6.87, Synergy_Bliss=5.01, Synergy_Loewe=1.73, Synergy_HSA=7.08. Drug 1: CC1=C2C(C(=O)C3(C(CC4C(C3C(C(C2(C)C)(CC1OC(=O)C(C(C5=CC=CC=C5)NC(=O)OC(C)(C)C)O)O)OC(=O)C6=CC=CC=C6)(CO4)OC(=O)C)OC)C)OC. (2) Drug 1: C1=C(C(=O)NC(=O)N1)F. Drug 2: CCCS(=O)(=O)NC1=C(C(=C(C=C1)F)C(=O)C2=CNC3=C2C=C(C=N3)C4=CC=C(C=C4)Cl)F. Cell line: OVCAR-8. Synergy scores: CSS=39.7, Synergy_ZIP=0.413, Synergy_Bliss=-2.96, Synergy_Loewe=-6.84, Synergy_HSA=-4.57. (3) Drug 1: CNC(=O)C1=CC=CC=C1SC2=CC3=C(C=C2)C(=NN3)C=CC4=CC=CC=N4. Drug 2: CC1=C2C(C(=O)C3(C(CC4C(C3C(C(C2(C)C)(CC1OC(=O)C(C(C5=CC=CC=C5)NC(=O)OC(C)(C)C)O)O)OC(=O)C6=CC=CC=C6)(CO4)OC(=O)C)O)C)O. Cell line: CAKI-1. Synergy scores: CSS=40.1, Synergy_ZIP=2.08, Synergy_Bliss=-0.727, Synergy_Loewe=-21.1, Synergy_HSA=0.0503. (4) Drug 1: C1CC(=O)NC(=O)C1N2CC3=C(C2=O)C=CC=C3N. Drug 2: CC1=C(N=C(N=C1N)C(CC(=O)N)NCC(C(=O)N)N)C(=O)NC(C(C2=CN=CN2)OC3C(C(C(C(O3)CO)O)O)OC4C(C(C(C(O4)CO)O)OC(=O)N)O)C(=O)NC(C)C(C(C)C(=O)NC(C(C)O)C(=O)NCCC5=NC(=CS5)C6=NC(=CS6)C(=O)NCCC[S+](C)C)O. Cell line: BT-549. Synergy scores: CSS=9.70, Synergy_ZIP=-1.20, Synergy_Bliss=1.61, Synergy_Loewe=2.46, Synergy_HSA=2.53. (5) Drug 1: CCC1(CC2CC(C3=C(CCN(C2)C1)C4=CC=CC=C4N3)(C5=C(C=C6C(=C5)C78CCN9C7C(C=CC9)(C(C(C8N6C=O)(C(=O)OC)O)OC(=O)C)CC)OC)C(=O)OC)O.OS(=O)(=O)O. Drug 2: CCC1(C2=C(COC1=O)C(=O)N3CC4=CC5=C(C=CC(=C5CN(C)C)O)N=C4C3=C2)O.Cl. Cell line: HCT-15. Synergy scores: CSS=-2.39, Synergy_ZIP=-3.22, Synergy_Bliss=-2.23, Synergy_Loewe=-23.6, Synergy_HSA=-10.1. (6) Drug 1: CC=C1C(=O)NC(C(=O)OC2CC(=O)NC(C(=O)NC(CSSCCC=C2)C(=O)N1)C(C)C)C(C)C. Drug 2: C1=NNC2=C1C(=O)NC=N2. Cell line: CAKI-1. Synergy scores: CSS=24.9, Synergy_ZIP=3.59, Synergy_Bliss=6.71, Synergy_Loewe=-42.5, Synergy_HSA=2.64. (7) Drug 1: CNC(=O)C1=CC=CC=C1SC2=CC3=C(C=C2)C(=NN3)C=CC4=CC=CC=N4. Drug 2: C1=CC(=CC=C1C#N)C(C2=CC=C(C=C2)C#N)N3C=NC=N3. Cell line: SR. Synergy scores: CSS=54.4, Synergy_ZIP=-1.23, Synergy_Bliss=-2.12, Synergy_Loewe=-4.72, Synergy_HSA=-0.208. (8) Drug 1: C1CCC(CC1)NC(=O)N(CCCl)N=O. Drug 2: C1=CN(C(=O)N=C1N)C2C(C(C(O2)CO)O)O.Cl. Cell line: HCT-15. Synergy scores: CSS=36.5, Synergy_ZIP=-4.46, Synergy_Bliss=0.924, Synergy_Loewe=-4.07, Synergy_HSA=2.69. (9) Drug 1: CC1=C(C(=O)C2=C(C1=O)N3CC4C(C3(C2COC(=O)N)OC)N4)N. Drug 2: CCC1=C2N=C(C=C(N2N=C1)NCC3=C[N+](=CC=C3)[O-])N4CCCCC4CCO. Cell line: NCIH23. Synergy scores: CSS=77.1, Synergy_ZIP=2.08, Synergy_Bliss=1.13, Synergy_Loewe=0.0374, Synergy_HSA=5.11. (10) Drug 1: C1=CC(=CC=C1CC(C(=O)O)N)N(CCCl)CCCl.Cl. Drug 2: CN(C(=O)NC(C=O)C(C(C(CO)O)O)O)N=O. Cell line: MDA-MB-231. Synergy scores: CSS=19.8, Synergy_ZIP=-5.91, Synergy_Bliss=-1.02, Synergy_Loewe=-1.19, Synergy_HSA=-0.315.